The task is: Regression. Given a peptide amino acid sequence and an MHC pseudo amino acid sequence, predict their binding affinity value. This is MHC class I binding data.. This data is from Peptide-MHC class I binding affinity with 185,985 pairs from IEDB/IMGT. (1) The peptide sequence is DIKLIDIAL. The MHC is HLA-A02:03 with pseudo-sequence HLA-A02:03. The binding affinity (normalized) is 0.0847. (2) The peptide sequence is TLPANPPPA. The MHC is Patr-A0701 with pseudo-sequence Patr-A0701. The binding affinity (normalized) is 0.